From a dataset of Forward reaction prediction with 1.9M reactions from USPTO patents (1976-2016). Predict the product of the given reaction. (1) Given the reactants [Cl:1][C:2]1[CH:10]=[C:9]2[C:5]([C:6]([C:11]([N:13]3[CH2:18][CH2:17][C:16]4([C:22]5[CH:23]=[CH:24][C:25]([F:27])=[CH:26][C:21]=5[C:20](=[O:28])[O:19]4)[CH2:15][CH2:14]3)=[O:12])=[CH:7][NH:8]2)=[CH:4][CH:3]=1.Cl[CH2:30][C:31]([N:33]1[CH2:38][CH2:37][N:36]([CH3:39])[CH2:35][CH2:34]1)=[O:32], predict the reaction product. The product is: [Cl:1][C:2]1[CH:10]=[C:9]2[C:5]([C:6]([C:11]([N:13]3[CH2:18][CH2:17][C:16]4([C:22]5[CH:23]=[CH:24][C:25]([F:27])=[CH:26][C:21]=5[C:20](=[O:28])[O:19]4)[CH2:15][CH2:14]3)=[O:12])=[CH:7][N:8]2[CH2:30][C:31]([N:33]2[CH2:38][CH2:37][N:36]([CH3:39])[CH2:35][CH2:34]2)=[O:32])=[CH:4][CH:3]=1. (2) Given the reactants [NH2:1][C@@H:2]([CH2:17][CH:18]1[CH2:23][CH2:22][O:21][CH2:20][CH2:19]1)[C@H:3]([OH:16])[CH2:4][N:5]([CH3:15])[C:6](=[O:14])[O:7][CH2:8][CH2:9][Si:10]([CH3:13])([CH3:12])[CH3:11].C1N=CN([C:29]([N:31]2[CH:35]=N[CH:33]=[CH:32]2)=[O:30])C=1.CCN(C(C)C)C(C)C.[Cl:45][C:46]1[CH:47]=[C:48]([C@@H:52]([C@@H:61]2[O:66]CCNC2)[O:53][CH2:54][CH2:55][NH:56][C:57](=[O:60])[O:58][CH3:59])[CH:49]=[CH:50][CH:51]=1, predict the reaction product. The product is: [Cl:45][C:46]1[CH:47]=[C:48]([C@@H:52]([C@@H:61]2[O:66][CH2:33][CH2:32][N:31]([C:29](=[O:30])[NH:1][C@H:2]([C@H:3]([OH:16])[CH2:4][N:5]([CH3:15])[C:6]([O:7][CH2:8][CH2:9][Si:10]([CH3:12])([CH3:13])[CH3:11])=[O:14])[CH2:17][CH:18]3[CH2:19][CH2:20][O:21][CH2:22][CH2:23]3)[CH2:35]2)[O:53][CH2:54][CH2:55][NH:56][C:57](=[O:60])[O:58][CH3:59])[CH:49]=[CH:50][CH:51]=1. (3) Given the reactants O1CCCC1.[F:6][C:7]1[CH:23]=[CH:22][C:10]([O:11][C:12]2[S:16][C:15]([CH2:17][C:18](Cl)=[N:19][OH:20])=[CH:14][CH:13]=2)=[CH:9][CH:8]=1.[C:24]([C:26]1[C:27]([NH2:32])=[N:28][CH:29]=[CH:30][CH:31]=1)#[CH:25].C(N(CC)CC)C, predict the reaction product. The product is: [F:6][C:7]1[CH:23]=[CH:22][C:10]([O:11][C:12]2[S:16][C:15]([CH2:17][C:18]3[CH:25]=[C:24]([C:26]4[C:27]([NH2:32])=[N:28][CH:29]=[CH:30][CH:31]=4)[O:20][N:19]=3)=[CH:14][CH:13]=2)=[CH:9][CH:8]=1. (4) Given the reactants [CH3:1][C:2]1[N:3]([C:8]2[CH:13]=[C:12]([CH3:14])[CH:11]=[C:10]([CH3:15])[N:9]=2)[C:4]([CH3:7])=[CH:5][CH:6]=1.[Li]CCCC.[Cl:21][C:22]1[CH:27]=[CH:26][CH:25]=[C:24](Cl)[N:23]=1, predict the reaction product. The product is: [Cl:21][C:22]1[N:23]=[C:24]([CH2:15][C:10]2[CH:11]=[C:12]([CH3:14])[CH:13]=[C:8]([N:3]3[C:2]([CH3:1])=[CH:6][CH:5]=[C:4]3[CH3:7])[N:9]=2)[CH:25]=[CH:26][CH:27]=1. (5) Given the reactants [Br:1][C:2]1[C:3]([Cl:10])=[C:4]([Cl:9])[C:5]([NH2:8])=[N:6][CH:7]=1.C(CC(=O)C)(=O)C.O.[C:19]1(C)[CH:24]=[CH:23][C:22](S(O)(=O)=O)=[CH:21][CH:20]=1, predict the reaction product. The product is: [Br:1][C:2]1[C:3]([Cl:10])=[C:4]([Cl:9])[C:5]([N:8]2[C:21]([CH3:22])=[CH:20][CH:19]=[C:24]2[CH3:23])=[N:6][CH:7]=1. (6) Given the reactants [CH3:1][C:2]1[C:11]2[C:6](=[CH:7][CH:8]=[C:9]([C:12]([F:15])([F:14])[F:13])[CH:10]=2)[CH2:5][CH2:4][N:3]=1.C(O[BH-](OC(=O)C)OC(=O)C)(=O)C.[Na+], predict the reaction product. The product is: [CH3:1][CH:2]1[C:11]2[C:6](=[CH:7][CH:8]=[C:9]([C:12]([F:14])([F:13])[F:15])[CH:10]=2)[CH2:5][CH2:4][NH:3]1. (7) Given the reactants [F:1][C:2]([F:35])([F:34])[C:3]1[CH:4]=[C:5]([C:16]2[O:20][N:19]=[C:18]([C:21]3[CH:29]=[CH:28][CH:27]=[C:26]4[C:22]=3[CH:23]=[CH:24][N:25]4[CH2:30][C:31](O)=[O:32])[N:17]=2)[CH:6]=[CH:7][C:8]=1[O:9][C@@H:10]([CH3:15])[C:11]([F:14])([F:13])[F:12].C1N=CN(C(N2C=NC=C2)=O)C=1.[CH3:48][S:49]([NH2:52])(=[O:51])=[O:50].O, predict the reaction product. The product is: [CH3:48][S:49]([NH:52][C:31](=[O:32])[CH2:30][N:25]1[C:26]2[C:22](=[C:21]([C:18]3[N:17]=[C:16]([C:5]4[CH:6]=[CH:7][C:8]([O:9][C@@H:10]([CH3:15])[C:11]([F:12])([F:13])[F:14])=[C:3]([C:2]([F:34])([F:1])[F:35])[CH:4]=4)[O:20][N:19]=3)[CH:29]=[CH:28][CH:27]=2)[CH:23]=[CH:24]1)(=[O:51])=[O:50].